From a dataset of Full USPTO retrosynthesis dataset with 1.9M reactions from patents (1976-2016). Predict the reactants needed to synthesize the given product. (1) Given the product [F:33][C:34]1[C:39]([O:40][CH3:41])=[CH:38][CH:37]=[C:36]([F:42])[C:35]=1[C:9]1[CH:14]=[CH:13][N:12]=[CH:11][C:10]=1[NH:15][CH3:16], predict the reactants needed to synthesize it. The reactants are: COC1N=C([C:9]2[CH:14]=[CH:13][N:12]=[CH:11][C:10]=2[N:15](C)[C:16](=O)C2C=C(C(F)(F)F)C=C(C(F)(F)F)C=2)C=CC=1.[F:33][C:34]1[C:39]([O:40][CH3:41])=[CH:38][CH:37]=[C:36]([F:42])[C:35]=1B(O)O. (2) Given the product [CH:10]1([O:1][C:2]2[CH:9]=[CH:8][C:5]([CH:6]=[O:7])=[CH:4][CH:3]=2)[CH2:14][CH2:13][CH2:12][CH2:11]1, predict the reactants needed to synthesize it. The reactants are: [OH:1][C:2]1[CH:9]=[CH:8][C:5]([CH:6]=[O:7])=[CH:4][CH:3]=1.[CH:10]1(Br)[CH2:14][CH2:13][CH2:12][CH2:11]1.C(=O)([O-])[O-].[K+].[K+].[I-].[K+]. (3) The reactants are: [C:1]([O:5][C:6]([NH:8][CH2:9][C:10]1[CH:11]=[C:12]([C:16]2[CH:21]=[CH:20][CH:19]=[C:18]([CH2:22][O:23][C:24]3[CH:29]=[C:28]([C:30]#[N:31])[CH:27]=[CH:26][C:25]=3[CH2:32][C:33]([O:35][CH3:36])=[O:34])[CH:17]=2)[CH:13]=[CH:14][CH:15]=1)=[O:7])([CH3:4])([CH3:3])[CH3:2].C(N)(=[O:39])C.CCOC(C)=O. Given the product [C:1]([O:5][C:6]([NH:8][CH2:9][C:10]1[CH:11]=[C:12]([C:16]2[CH:21]=[CH:20][CH:19]=[C:18]([CH2:22][O:23][C:24]3[CH:29]=[C:28]([C:30](=[O:39])[NH2:31])[CH:27]=[CH:26][C:25]=3[CH2:32][C:33]([O:35][CH3:36])=[O:34])[CH:17]=2)[CH:13]=[CH:14][CH:15]=1)=[O:7])([CH3:4])([CH3:3])[CH3:2], predict the reactants needed to synthesize it. (4) Given the product [C:28]([C:30]1[CH:31]=[C:32]([S:37]([N:6]([CH2:5][C:4]2[CH:12]=[CH:13][C:14]([O:16][CH3:17])=[CH:15][C:3]=2[O:2][CH3:1])[C:7]2[S:11][N:10]=[CH:9][N:8]=2)(=[O:39])=[O:38])[CH:33]=[CH:34][C:35]=1[F:36])#[N:29], predict the reactants needed to synthesize it. The reactants are: [CH3:1][O:2][C:3]1[CH:15]=[C:14]([O:16][CH3:17])[CH:13]=[CH:12][C:4]=1[CH2:5][NH:6][C:7]1[S:11][N:10]=[CH:9][N:8]=1.C[Si]([N-][Si](C)(C)C)(C)C.[Li+].[C:28]([C:30]1[CH:31]=[C:32]([S:37](Cl)(=[O:39])=[O:38])[CH:33]=[CH:34][C:35]=1[F:36])#[N:29]. (5) The reactants are: FC(F)(F)S(O[C:7]1[CH2:8][CH2:9][N:10]([C:13]([O:15][C:16]([CH3:19])([CH3:18])[CH3:17])=[O:14])[CH2:11][CH:12]=1)(=O)=O.C1([As](C2C=CC=CC=2)C2C=CC=CC=2)C=CC=CC=1.[Li+].[Cl-].C([Sn]([C:56]1[CH:61]=[CH:60][CH:59]=[CH:58][N:57]=1)(CCCC)CCCC)CCC. Given the product [N:57]1[CH:58]=[CH:59][CH:60]=[C:61]([C:7]2[CH2:8][CH2:9][N:10]([C:13]([O:15][C:16]([CH3:19])([CH3:18])[CH3:17])=[O:14])[CH2:11][CH:12]=2)[CH:56]=1, predict the reactants needed to synthesize it. (6) Given the product [CH3:29][O:28][C:26]([C:12]1[CH:13]=[C:14]2[C:9](=[CH:10][CH:11]=1)[N:8]([CH3:21])[C:7]1[C:6]3[CH:1]=[CH:2][CH:3]=[CH:4][C:5]=3[S:17][CH2:16][C:15]2=1)=[O:27], predict the reactants needed to synthesize it. The reactants are: [CH:1]1[C:6]2[C:7]3[NH:8][C:9]4[C:14]([C:15]=3[CH2:16][S:17][C:5]=2[CH:4]=[C:3](O)[CH:2]=1)=[CH:13][C:12](O)=[CH:11][CH:10]=4.[Li][CH2:21]CCC.Cl[C:26]([O:28][CH3:29])=[O:27].